This data is from Retrosynthesis with 50K atom-mapped reactions and 10 reaction types from USPTO. The task is: Predict the reactants needed to synthesize the given product. (1) Given the product COC(=O)c1sccc1NC(=O)C(F)(F)F, predict the reactants needed to synthesize it. The reactants are: COC(=O)c1sccc1N.O=C(OC(=O)C(F)(F)F)C(F)(F)F. (2) Given the product CC(=O)c1cc(CN2CCNC2=O)ccc1O, predict the reactants needed to synthesize it. The reactants are: CC(=O)c1cc(CCl)ccc1O.O=C1NCCN1. (3) Given the product CN(C)CCOCC(=O)N[C@H]1CCN(S(=O)(=O)c2cccc3cncc(Cl)c23)C1, predict the reactants needed to synthesize it. The reactants are: CN(C)CCOCC(=O)N[C@H]1CCNC1.O=S(=O)(Cl)c1cccc2cncc(Cl)c12. (4) Given the product CCC(C#N)(c1ccc(Cl)cc1)c1n[nH]c2c(NS(C)(=O)=O)cccc12, predict the reactants needed to synthesize it. The reactants are: CCC(C#N)(c1ccc(Cl)cc1)c1n[nH]c2c(N)cccc12.CS(=O)(=O)Cl. (5) Given the product CC(O)C(O)C1CNc2[nH]c(N)nc(=O)c2N1C(=O)OCc1ccccc1, predict the reactants needed to synthesize it. The reactants are: CC(O)C(O)C1CNc2[nH]c(N)nc(=O)c2N1.O=C(Cl)OCc1ccccc1. (6) Given the product CC(C)C(=O)NCc1cnc(C(F)F)c(C(=O)O)c1, predict the reactants needed to synthesize it. The reactants are: CCOC(=O)c1cc(CNC(=O)C(C)C)cnc1C(F)F.